This data is from Catalyst prediction with 721,799 reactions and 888 catalyst types from USPTO. The task is: Predict which catalyst facilitates the given reaction. (1) The catalyst class is: 9. Product: [F:46][C:43]1[CH:44]=[CH:45][C:40]([NH:39][C:38]([C:35]2([C:33]([NH:32][C:29]3[CH:30]=[CH:31][C:26]([O:25][C:23]4[CH:22]=[CH:21][N:20]=[C:19]([NH:9][C:8]([N:58]5[CH2:59][CH2:60][CH:55]([N:50]6[CH2:54][CH2:53][CH2:52][CH2:51]6)[CH2:56][CH2:57]5)=[O:7])[CH:24]=4)=[C:27]([F:48])[CH:28]=3)=[O:34])[CH2:37][CH2:36]2)=[O:47])=[CH:41][CH:42]=1. Reactant: C1([O:7][C:8](=O)[N:9]([C:19]2[CH:24]=[C:23]([O:25][C:26]3[CH:31]=[CH:30][C:29]([NH:32][C:33]([C:35]4([C:38](=[O:47])[NH:39][C:40]5[CH:45]=[CH:44][C:43]([F:46])=[CH:42][CH:41]=5)[CH2:37][CH2:36]4)=[O:34])=[CH:28][C:27]=3[F:48])[CH:22]=[CH:21][N:20]=2)C(OC2C=CC=CC=2)=O)C=CC=CC=1.[N:50]1([CH:55]2[CH2:60][CH2:59][NH:58][CH2:57][CH2:56]2)[CH2:54][CH2:53][CH2:52][CH2:51]1. (2) Reactant: [F:1][C:2]1[CH:7]=[CH:6][C:5]([C:8]#[C:9][Si](C(C)C)(C(C)C)C(C)C)=[CH:4][C:3]=1[N:20]1[CH2:25][CH2:24][O:23][CH2:22][CH2:21]1.[F-].C([N+](CCCC)(CCCC)CCCC)CCC. Product: [C:8]([C:5]1[CH:6]=[CH:7][C:2]([F:1])=[C:3]([N:20]2[CH2:25][CH2:24][O:23][CH2:22][CH2:21]2)[CH:4]=1)#[CH:9]. The catalyst class is: 7. (3) Reactant: [Cl:1][C:2]1[CH:7]=[CH:6][C:5]([C:8](=[O:14])[CH2:9][CH2:10][C:11]([OH:13])=[O:12])=[CH:4][C:3]=1[S:15](Cl)(=[O:17])=[O:16].[Cl:19][C:20]1[CH:27]=[C:26]([Cl:28])[CH:25]=[CH:24][C:21]=1[CH2:22][NH2:23].CO.Cl. Product: [Cl:1][C:2]1[CH:7]=[CH:6][C:5]([C:8](=[O:14])[CH2:9][CH2:10][C:11]([OH:13])=[O:12])=[CH:4][C:3]=1[S:15](=[O:17])(=[O:16])[NH:23][CH2:22][C:21]1[CH:24]=[CH:25][C:26]([Cl:28])=[CH:27][C:20]=1[Cl:19]. The catalyst class is: 2. (4) Reactant: [F:1][C:2]1[CH:3]=[C:4]([CH:7]=[C:8]([CH:10]2[CH2:15][CH2:14][C:13](=[O:16])[CH2:12][CH2:11]2)[CH:9]=1)[C:5]#[N:6].C(N(CC)CC)C.FC(F)(F)S(O[Si:30]([CH:37]([CH3:39])[CH3:38])([CH:34]([CH3:36])[CH3:35])[CH:31]([CH3:33])[CH3:32])(=O)=O. Product: [F:1][C:2]1[CH:3]=[C:4]([CH:7]=[C:8]([CH:10]2[CH2:15][CH2:14][C:13]([O:16][Si:30]([CH:37]([CH3:39])[CH3:38])([CH:34]([CH3:36])[CH3:35])[CH:31]([CH3:33])[CH3:32])=[CH:12][CH2:11]2)[CH:9]=1)[C:5]#[N:6]. The catalyst class is: 4. (5) Reactant: C1C[C@H]2N(C[C@H]3[C@@H]4CCCCN4C[C@@H]2C3)CC1.[Li]C(CC)C.[C:23]([N:30]1[CH2:34][CH2:33][CH2:32][CH2:31]1)([O:25][C:26]([CH3:29])([CH3:28])[CH3:27])=[O:24].[CH2:35]([N:42]([CH2:55][C:56]1[CH:61]=[CH:60][CH:59]=[CH:58][CH:57]=1)[C@@H:43]([CH2:46][C:47]1[CH:52]=[C:51]([F:53])[CH:50]=[C:49]([F:54])[CH:48]=1)[CH:44]=[O:45])[C:36]1[CH:41]=[CH:40][CH:39]=[CH:38][CH:37]=1. Product: [CH2:55]([N:42]([CH2:35][C:36]1[CH:37]=[CH:38][CH:39]=[CH:40][CH:41]=1)[C@@H:43]([CH2:46][C:47]1[CH:48]=[C:49]([F:54])[CH:50]=[C:51]([F:53])[CH:52]=1)[C@@H:44]([C@H:34]1[CH2:33][CH2:32][CH2:31][N:30]1[C:23]([O:25][C:26]([CH3:29])([CH3:28])[CH3:27])=[O:24])[OH:45])[C:56]1[CH:61]=[CH:60][CH:59]=[CH:58][CH:57]=1. The catalyst class is: 316. (6) Reactant: C([O:8][C@H:9]1[CH2:14][CH2:13][CH2:12][C@@H:11]([F:15])[C@H:10]1[OH:16])C1C=CC=CC=1. Product: [F:15][C@@H:11]1[CH2:12][CH2:13][CH2:14][C@H:9]([OH:8])[C@@H:10]1[OH:16]. The catalyst class is: 320. (7) Reactant: CN(C(ON1N=NC2C=CC=NC1=2)=[N+](C)C)C.F[P-](F)(F)(F)(F)F.FC(F)(F)C(O)=O.[CH:32]([C:35]1[S:36][CH:37]=[C:38]([C:40]([N:42]2[CH2:66][C:46]3([CH2:49][N:48]([CH2:50][CH2:51][C:52]4[CH:53]=[C:54]([CH:63]=[CH:64][CH:65]=4)[CH2:55][CH2:56][O:57][CH2:58][CH2:59][C:60](O)=[O:61])[CH2:47]3)[O:45][CH2:44][CH2:43]2)=[O:41])[N:39]=1)([CH3:34])[CH3:33].[CH3:67][O:68][CH:69]([O:78][CH3:79])[CH2:70][NH:71][CH:72]1[CH2:77][CH2:76][CH2:75][CH2:74][CH2:73]1.C(N(CC)CC)C. Product: [CH:72]1([N:71]([CH2:70][CH:69]([O:78][CH3:79])[O:68][CH3:67])[C:60](=[O:61])[CH2:59][CH2:58][O:57][CH2:56][CH2:55][C:54]2[CH:63]=[CH:64][CH:65]=[C:52]([CH2:51][CH2:50][N:48]3[CH2:47][C:46]4([CH2:66][N:42]([C:40]([C:38]5[N:39]=[C:35]([CH:32]([CH3:33])[CH3:34])[S:36][CH:37]=5)=[O:41])[CH2:43][CH2:44][O:45]4)[CH2:49]3)[CH:53]=2)[CH2:77][CH2:76][CH2:75][CH2:74][CH2:73]1. The catalyst class is: 3. (8) Reactant: [CH2:1]([O:3][C:4]1[CH:9]=[CH:8][C:7]([C:10]#[C:11][C:12]2[CH:17]=[CH:16][C:15]([CH:18]([NH2:20])[CH3:19])=[CH:14][CH:13]=2)=[CH:6][CH:5]=1)[CH3:2].[CH3:21][N:22]([CH3:26])[C:23](Cl)=[O:24]. Product: [CH2:1]([O:3][C:4]1[CH:9]=[CH:8][C:7]([C:10]#[C:11][C:12]2[CH:13]=[CH:14][C:15]([CH:18]([NH:20][C:23](=[O:24])[N:22]([CH3:26])[CH3:21])[CH3:19])=[CH:16][CH:17]=2)=[CH:6][CH:5]=1)[CH3:2]. The catalyst class is: 2. (9) Reactant: [CH3:1][O:2][CH2:3][C:4](=O)[CH2:5][C:6]([O:8]C)=O.[CH3:11][NH:12][NH2:13]. Product: [CH3:1][O:2][CH2:3][C:4]1[CH2:5][C:6](=[O:8])[N:12]([CH3:11])[N:13]=1. The catalyst class is: 11. (10) Reactant: ClC1C=C(S[CH2:10][C:11]2[CH:12]=[C:13]([C:17]3[N:21]=[N:20][N:19](C(C4C=CC=CC=4)(C4C=CC=CC=4)C4C=CC=CC=4)[C:18]=3[C:41]#[N:42])[CH:14]=[CH:15][CH:16]=2)C=CC=1Cl.[Cl:43][C:44]1[CH:45]=[C:46]([CH:51]=[CH:52][CH:53]=1)C(OO)=O.C([O-])(O)=O.[Na+].[O-:59][S:60]([O-:63])(=S)=O.[Na+].[Na+].C(Cl)[Cl:67]. Product: [Cl:67][C:53]1[CH:52]=[C:51]([S:60]([CH2:10][C:11]2[CH:12]=[C:13]([C:17]3[N:21]=[N:20][NH:19][C:18]=3[C:41]#[N:42])[CH:14]=[CH:15][CH:16]=2)(=[O:63])=[O:59])[CH:46]=[CH:45][C:44]=1[Cl:43]. The catalyst class is: 67.